Dataset: Forward reaction prediction with 1.9M reactions from USPTO patents (1976-2016). Task: Predict the product of the given reaction. (1) Given the reactants [Cl:1][S:2]([OH:5])(=O)=[O:3].[CH:6]1([CH2:11][C@H:12]([C:27]2[CH:32]=[CH:31][CH:30]=[CH:29][CH:28]=2)[C:13]([NH:15][C:16]2[S:17][C:18]3[C:23]([N:24]=2)=[CH:22][CH:21]=[C:20]([O:25][CH3:26])[N:19]=3)=[O:14])[CH2:10][CH2:9][CH2:8][CH2:7]1, predict the reaction product. The product is: [CH:6]1([CH2:11][C@H:12]([C:27]2[CH:32]=[CH:31][C:30]([S:2]([Cl:1])(=[O:5])=[O:3])=[CH:29][CH:28]=2)[C:13](=[O:14])[NH:15][C:16]2[S:17][C:18]3[C:23]([N:24]=2)=[CH:22][CH:21]=[C:20]([O:25][CH3:26])[N:19]=3)[CH2:10][CH2:9][CH2:8][CH2:7]1. (2) Given the reactants Cl[C:2]1[C:7]([C:8]([F:11])([F:10])[F:9])=[CH:6][N:5]=[C:4]([NH:12][C:13]2[CH:27]=[CH:26][C:16]([CH2:17][P:18](=[O:25])([O:22][CH2:23][CH3:24])[O:19][CH2:20][CH3:21])=[CH:15][CH:14]=2)[N:3]=1.[NH2:28][C:29]1[CH:30]=[CH:31][CH:32]=[C:33]2[C:37]=1[C:36](=[O:38])[N:35]([CH3:39])[CH:34]2[CH3:40].C([O-])(O)=O.[Na+], predict the reaction product. The product is: [CH3:40][CH:34]1[C:33]2[C:37](=[C:29]([NH:28][C:2]3[C:7]([C:8]([F:10])([F:9])[F:11])=[CH:6][N:5]=[C:4]([NH:12][C:13]4[CH:14]=[CH:15][C:16]([CH2:17][P:18](=[O:25])([O:22][CH2:23][CH3:24])[O:19][CH2:20][CH3:21])=[CH:26][CH:27]=4)[N:3]=3)[CH:30]=[CH:31][CH:32]=2)[C:36](=[O:38])[N:35]1[CH3:39]. (3) The product is: [SH:4][C:3]1[CH:5]=[CH:6][CH:7]=[CH:8][C:2]=1[C:1]([O:10][CH:12]([CH3:13])[CH3:11])=[O:9]. Given the reactants [C:1]([OH:10])(=[O:9])[C:2]1[C:3](=[CH:5][CH:6]=[CH:7][CH:8]=1)[SH:4].[CH3:11][CH:12](O)[CH3:13].S(=O)(=O)(O)O.C(=O)(O)[O-].[Na+], predict the reaction product. (4) Given the reactants [C:1]1([C:7]2[CH:8]=[C:9]([CH:12]=O)[O:10][CH:11]=2)[CH:6]=[CH:5][CH:4]=[CH:3][CH:2]=1.[BH3-]C#[N:16].[Na+], predict the reaction product. The product is: [C:1]1([C:7]2[CH:8]=[C:9]([CH2:12][NH2:16])[O:10][CH:11]=2)[CH:6]=[CH:5][CH:4]=[CH:3][CH:2]=1. (5) Given the reactants CN([CH:4]=[C:5]1[C:11](=O)[C:10]2[CH:13]=[CH:14][CH:15]=[CH:16][C:9]=2[NH:8][C:7](=[O:17])[CH2:6]1)C.Cl.[CH3:19][C:20]([CH3:25])([CH3:24])[C:21]([NH2:23])=[NH:22], predict the reaction product. The product is: [CH3:19][C:20]([C:21]1[N:22]=[CH:4][C:5]2[CH2:6][C:7](=[O:17])[NH:8][C:9]3[CH:16]=[CH:15][CH:14]=[CH:13][C:10]=3[C:11]=2[N:23]=1)([CH3:25])[CH3:24]. (6) Given the reactants [NH2:1][C:2]1[CH:10]=[CH:9][C:8]([CH2:11][CH3:12])=[CH:7][C:3]=1[C:4]([NH2:6])=O.[Cl:13][C:14]1[CH:22]=[CH:21][CH:20]=[CH:19][C:15]=1[C:16](Cl)=O.[NH:23]1[CH2:28][CH2:27][CH2:26][CH2:25][CH2:24]1, predict the reaction product. The product is: [Cl:13][C:14]1[CH:22]=[CH:21][CH:20]=[CH:19][C:15]=1[C:16]1[N:6]=[C:4]([N:23]2[CH2:28][CH2:27][CH2:26][CH2:25][CH2:24]2)[C:3]2[C:2](=[CH:10][CH:9]=[C:8]([CH2:11][CH3:12])[CH:7]=2)[N:1]=1.